This data is from Forward reaction prediction with 1.9M reactions from USPTO patents (1976-2016). The task is: Predict the product of the given reaction. (1) Given the reactants [Cl:1][C:2]1[C:7]([CH3:8])=[C:6]([C:9](O)=O)[CH:5]=[CH:4][N:3]=1.CS(Cl)(=O)=O.[NH3:17], predict the reaction product. The product is: [Cl:1][C:2]1[C:7]([CH3:8])=[C:6]([C:9]#[N:17])[CH:5]=[CH:4][N:3]=1. (2) Given the reactants C(O)(=O)C.C(O[BH-](OC(=O)C)OC(=O)C)(=O)C.[Na+].[NH2:19][CH:20]([C:23]1[N:28]([CH2:29][C:30]2[CH:35]=[CH:34][CH:33]=[CH:32][CH:31]=2)[C:27](=[O:36])[C:26]2=[CH:37][CH:38]=[CH:39][N:25]2[N:24]=1)[CH2:21][CH3:22].[C:40]1(=O)[CH2:45][CH2:44][CH2:43][CH2:42][CH2:41]1, predict the reaction product. The product is: [CH2:29]([N:28]1[C:27](=[O:36])[C:26]2=[CH:37][CH:38]=[CH:39][N:25]2[N:24]=[C:23]1[CH:20]([NH:19][CH:40]1[CH2:45][CH2:44][CH2:43][CH2:42][CH2:41]1)[CH2:21][CH3:22])[C:30]1[CH:31]=[CH:32][CH:33]=[CH:34][CH:35]=1. (3) Given the reactants [NH:1]1[C:10]2[C:5](=[CH:6][CH:7]=[C:8]([OH:11])[CH:9]=2)[CH2:4][CH2:3][CH2:2]1.[C:12]1(B(O)O)[CH:17]=[CH:16][CH:15]=[CH:14][CH:13]=1.C(N(CC)CC)C, predict the reaction product. The product is: [O:11]([C:8]1[CH:9]=[C:10]2[C:5]([CH2:4][CH2:3][CH2:2][NH:1]2)=[CH:6][CH:7]=1)[C:12]1[CH:17]=[CH:16][CH:15]=[CH:14][CH:13]=1.